Dataset: Full USPTO retrosynthesis dataset with 1.9M reactions from patents (1976-2016). Task: Predict the reactants needed to synthesize the given product. (1) Given the product [CH3:31][C:30]([CH3:33])([CH3:32])[O:29][C:27](=[O:28])[NH:22][CH2:23][C:24](=[O:25])[NH:1][C@H:2]([C:18]([O:20][CH3:21])=[O:19])[CH2:3][CH2:4][CH2:5][CH2:6][NH:7][C:8](=[O:9])[O:10][CH2:11][C:12]1[CH:17]=[CH:16][CH:15]=[CH:14][CH:13]=1, predict the reactants needed to synthesize it. The reactants are: [NH2:1][C@H:2]([C:18]([O:20][CH3:21])=[O:19])[CH2:3][CH2:4][CH2:5][CH2:6][NH:7][C:8]([O:10][CH2:11][C:12]1[CH:17]=[CH:16][CH:15]=[CH:14][CH:13]=1)=[O:9].[NH:22]([C:27]([O:29][C:30]([CH3:33])([CH3:32])[CH3:31])=[O:28])[CH2:23][C:24](O)=[O:25].CN(C(ON1N=NC2C=CC=NC1=2)=[N+](C)C)C.F[P-](F)(F)(F)(F)F.CCN(C(C)C)C(C)C. (2) Given the product [CH3:1][S:2][C:3]1[CH:8]=[CH:7][CH:6]=[CH:5][C:4]=1[NH:9][C:11](=[O:12])[CH3:10], predict the reactants needed to synthesize it. The reactants are: [CH3:1][S:2][C:3]1[CH:8]=[CH:7][CH:6]=[CH:5][C:4]=1[NH2:9].[CH3:10][C:11](OC(C)=O)=[O:12].CCN(CC)CC.C([O-])(O)=O.[Na+]. (3) Given the product [CH2:23]([O:30][CH2:31][CH2:32][N:8]1[CH2:12][CH2:11][CH:10]([S:13]([C:16]2[CH:21]=[CH:20][C:19]([OH:22])=[CH:18][CH:17]=2)(=[O:15])=[O:14])[CH2:9]1)[C:24]1[CH:29]=[CH:28][CH:27]=[CH:26][CH:25]=1, predict the reactants needed to synthesize it. The reactants are: FC(F)(F)C(O)=O.[NH:8]1[CH2:12][CH2:11][CH:10]([S:13]([C:16]2[CH:21]=[CH:20][C:19]([OH:22])=[CH:18][CH:17]=2)(=[O:15])=[O:14])[CH2:9]1.[CH2:23]([O:30][CH2:31][CH:32]=O)[C:24]1[CH:29]=[CH:28][CH:27]=[CH:26][CH:25]=1. (4) Given the product [CH3:1][C:2]1([CH3:47])[CH2:10][C:9]2[N:8]([CH2:11][O:12][CH2:13][CH2:14][Si:15]([CH3:16])([CH3:17])[CH3:18])[N:7]=[C:6]([C:19]3[N:20]([CH2:39][O:40][CH2:41][CH2:42][Si:43]([CH3:45])([CH3:44])[CH3:46])[C:21]4[C:26]([CH:27]=3)=[CH:25][CH:24]=[C:23]([N:28]([CH3:52])[C:29](=[O:38])[O:30][CH2:31][C:32]3[CH:37]=[CH:36][CH:35]=[CH:34][CH:33]=3)[CH:22]=4)[C:5]=2[CH2:4][CH2:3]1, predict the reactants needed to synthesize it. The reactants are: [CH3:1][C:2]1([CH3:47])[CH2:10][C:9]2[N:8]([CH2:11][O:12][CH2:13][CH2:14][Si:15]([CH3:18])([CH3:17])[CH3:16])[N:7]=[C:6]([C:19]3[N:20]([CH2:39][O:40][CH2:41][CH2:42][Si:43]([CH3:46])([CH3:45])[CH3:44])[C:21]4[C:26]([CH:27]=3)=[CH:25][CH:24]=[C:23]([NH:28][C:29](=[O:38])[O:30][CH2:31][C:32]3[CH:37]=[CH:36][CH:35]=[CH:34][CH:33]=3)[CH:22]=4)[C:5]=2[CH2:4][CH2:3]1.[H-].[Na+].CI.[C:52](OCC)(=O)C. (5) Given the product [C:19]1([O:25][C:26](=[O:27])[NH:1][C:2]2[CH:7]=[N:6][C:5]([C:8]#[N:9])=[CH:4][N:3]=2)[CH:24]=[CH:23][CH:22]=[CH:21][CH:20]=1, predict the reactants needed to synthesize it. The reactants are: [NH2:1][C:2]1[CH:7]=[N:6][C:5]([C:8]#[N:9])=[CH:4][N:3]=1.C(Cl)Cl.N1C=CC=CC=1.[C:19]1([O:25][C:26](Cl)=[O:27])[CH:24]=[CH:23][CH:22]=[CH:21][CH:20]=1. (6) The reactants are: [NH2:1][C:2]1[CH:14]=[CH:13][C:5]2[CH:6]([C:9]([O:11][CH3:12])=[O:10])[CH2:7][O:8][C:4]=2[CH:3]=1.[N-:15]=[N+:16]=[N-:17].[Na+].[CH:19](OCC)(OCC)OCC. Given the product [N:1]1([C:2]2[CH:14]=[CH:13][C:5]3[CH:6]([C:9]([O:11][CH3:12])=[O:10])[CH2:7][O:8][C:4]=3[CH:3]=2)[CH:19]=[N:17][N:16]=[N:15]1, predict the reactants needed to synthesize it.